Dataset: Experimentally validated miRNA-target interactions with 360,000+ pairs, plus equal number of negative samples. Task: Binary Classification. Given a miRNA mature sequence and a target amino acid sequence, predict their likelihood of interaction. (1) The miRNA is hsa-miR-888-5p with sequence UACUCAAAAAGCUGUCAGUCA. The protein sequence of the target gene is MGSQEVLGQAARLASSGLLLQVLFRLITFVLNAFILRFLSKEIVGIVNVRLTLLYSTTTFLAREAFRRACLSGGAQRDWSQTLNLLWLTVPLGIFWSSCLGWVWLQLLEVPDPDVVPYYGTGVLFFGLSAVVELLGEPFWVLAQAHMFVKLKVLAESMSVILRSVLTALLVLWLPHWGLYIFSLAQLLYTTVLVLCYAIYLIQLLRSPESAKQLTLPVSRVTQLLPSISRSRAFVNWKEAGLAWSFFKQSFLKQILTEGERYVMTFLNVLNFGDQGVYDIVNNLGSLVARLIFQPVEESF.... Result: 0 (no interaction). (2) The miRNA is hsa-miR-5589-3p with sequence UGCACAUGGCAACCUAGCUCCCA. The protein sequence of the target gene is MARRPRAPAASGEEFSFVSPLVKYLLFFFNMLFWVISMVMVAVGVYARLMKHAEAALACLAVDPAILLIVVGVLMFLLTFCGCIGSLRENICLLQTFSLCLTAVFLLQLAAGILGFVFSDKARGKVSEIINNAIVHYRDDLDLQNLIDFGQKKFSCCGGISYKDWSQNMYFNCSEDNPSRERCSVPYSCCLPTPDQAVINTMCGQGMQAFDYLEASKVIYTNGCIDKLVNWIHSNLFLLGGVALGLAIPQLVGILLSQILVNQIKDQIKLQLYNQQHRADPWY. Result: 0 (no interaction).